Dataset: Reaction yield outcomes from USPTO patents with 853,638 reactions. Task: Predict the reaction yield, written as a fraction of the theoretical maximum amount of product (1.0 means a 100% yield; for example, 0.34 means a 34% yield). The reactants are C(C[CH2:5][C:6]1[C:18]([CH2:19][CH2:20][CH2:21][CH2:22][CH2:23][CH2:24][O:25]C2C=C(C3C=CC(F)=C(F)C=3)C=C(C(=O)N(C)C)C=2)=[CH:17][CH:16]=[CH:15][C:7]=1[O:8][CH2:9][CH2:10][CH2:11][C:12]([OH:14])=[O:13])(O)=O.C(OC(=O)CCCOC1C=CC=C(CCCCCCO[C:66]2[CH:67]=[C:68]([C:81]3[CH:86]=[CH:85][CH:84]=[C:83]([F:87])[CH:82]=3)[CH:69]=[C:70]([C:72]([N:74]3[CH2:78][CH2:77][C:76]([F:80])([F:79])[CH2:75]3)=[O:73])[CH:71]=2)C=1CCC(OCC)=O)C.[OH-:96].[Na+].[CH3:98][CH2:99][OH:100]. No catalyst specified. The product is [C:99]([CH2:98][CH2:5][C:6]1[C:18]([CH2:19][CH2:20][CH2:21][CH2:22][CH2:23][CH2:24][O:25][C:70]2([C:72]([N:74]3[CH2:78][CH2:77][C:76]([F:80])([F:79])[CH2:75]3)=[O:73])[CH:71]=[CH:66][CH:67]=[C:68]([C:81]3[CH:86]=[CH:85][CH:84]=[C:83]([F:87])[CH:82]=3)[CH2:69]2)=[CH:17][CH:16]=[CH:15][C:7]=1[O:8][CH2:9][CH2:10][CH2:11][C:12]([OH:14])=[O:13])([OH:100])=[O:96]. The yield is 0.980.